This data is from Forward reaction prediction with 1.9M reactions from USPTO patents (1976-2016). The task is: Predict the product of the given reaction. (1) Given the reactants C1C=C(Cl)C=C(C(OO)=[O:9])C=1.[NH:12]1[C:20]2[C:15](=[CH:16][CH:17]=[CH:18][N:19]=2)[CH:14]=[CH:13]1.C([O-])([O-])=O.[K+].[K+], predict the reaction product. The product is: [NH:12]1[C:20]2=[N+:19]([O-:9])[CH:18]=[CH:17][CH:16]=[C:15]2[CH:14]=[CH:13]1. (2) The product is: [F:45][CH:44]([F:46])[CH2:43][O:23][C:11]1[C:10]2[C:9](=[O:24])[N:8]([C:7]3[CH:6]=[CH:5][C:4]([CH2:25][C:26]([O:28][CH2:29][CH3:30])=[O:27])=[CH:3][C:2]=3[Cl:1])[C:16](=[O:17])[C:15]=2[C:14]([O:18][CH2:43][CH:44]([F:45])[F:46])=[C:13]2[CH:19]=[CH:20][CH:21]=[CH:22][C:12]=12. Given the reactants [Cl:1][C:2]1[CH:3]=[C:4]([CH2:25][C:26]([O:28][CH2:29][CH3:30])=[O:27])[CH:5]=[CH:6][C:7]=1[N:8]1[C:16](=[O:17])[C:15]2[C:14]([OH:18])=[C:13]3[CH:19]=[CH:20][CH:21]=[CH:22][C:12]3=[C:11]([OH:23])[C:10]=2[C:9]1=[O:24].C(=O)([O-])[O-].[Na+].[Na+].FC(F)(F)S(O[CH2:43][CH:44]([F:46])[F:45])(=O)=O.O, predict the reaction product. (3) Given the reactants [C:1]1([Li])[CH:6]=[CH:5][CH:4]=[CH:3][CH:2]=1.[CH2:8]([O:15][C:16]([C@@H:18]1[CH2:26][C@@H:25]2[C@@H:20]([CH2:21][C:22](=[O:27])[CH2:23][CH2:24]2)[N:19]1[CH2:28][C:29]1[CH:34]=[CH:33][CH:32]=[CH:31][CH:30]=1)=[O:17])[C:9]1[CH:14]=[CH:13][CH:12]=[CH:11][CH:10]=1.CCOCC.O, predict the reaction product. The product is: [CH2:8]([O:15][C:16]([C@@H:18]1[CH2:26][C@@H:25]2[C@@H:20]([CH2:21][C:22]([OH:27])([C:1]3[CH:6]=[CH:5][CH:4]=[CH:3][CH:2]=3)[CH2:23][CH2:24]2)[N:19]1[CH2:28][C:29]1[CH:34]=[CH:33][CH:32]=[CH:31][CH:30]=1)=[O:17])[C:9]1[CH:10]=[CH:11][CH:12]=[CH:13][CH:14]=1.